Dataset: Full USPTO retrosynthesis dataset with 1.9M reactions from patents (1976-2016). Task: Predict the reactants needed to synthesize the given product. (1) Given the product [CH2:10]([O:12][C:13]1[CH:14]=[C:15]([NH:16][C:2]2[N:7]=[C:6]([NH:16][C:15]3[CH:17]=[CH:18][CH:19]=[C:13]([O:12][CH2:10][CH3:11])[CH:14]=3)[C:5]([F:9])=[CH:4][N:3]=2)[CH:17]=[CH:18][CH:19]=1)[CH3:11], predict the reactants needed to synthesize it. The reactants are: Cl[C:2]1[N:7]=[C:6](Cl)[C:5]([F:9])=[CH:4][N:3]=1.[CH2:10]([O:12][C:13]1[CH:14]=[C:15]([CH:17]=[CH:18][CH:19]=1)[NH2:16])[CH3:11]. (2) Given the product [Si:1]([O:18][CH2:19][CH2:20][CH2:21][C:22]1[CH:35]=[CH:34][C:25]([O:26][C:27]([CH3:33])([CH3:32])[CH2:28][OH:29])=[CH:24][CH:23]=1)([C:14]([CH3:17])([CH3:16])[CH3:15])([C:2]1[CH:7]=[CH:6][CH:5]=[CH:4][CH:3]=1)[C:8]1[CH:9]=[CH:10][CH:11]=[CH:12][CH:13]=1, predict the reactants needed to synthesize it. The reactants are: [Si:1]([O:18][CH2:19][CH2:20][CH2:21][C:22]1[CH:35]=[CH:34][C:25]([O:26][C:27]([CH3:33])([CH3:32])[C:28](OC)=[O:29])=[CH:24][CH:23]=1)([C:14]([CH3:17])([CH3:16])[CH3:15])([C:8]1[CH:13]=[CH:12][CH:11]=[CH:10][CH:9]=1)[C:2]1[CH:7]=[CH:6][CH:5]=[CH:4][CH:3]=1.[H-].[Al+3].[Li+].[H-].[H-].[H-]. (3) Given the product [CH3:22][C:21]([N:16]1[CH2:15][C:14]2([CH2:25][CH2:26][N:11]([S:8]([C:5]3[CH:6]=[CH:7][C:2]([C:35]4[CH:44]=[C:43]5[C:38]([CH:39]=[CH:40][CH:41]=[N:42]5)=[CH:37][CH:36]=4)=[CH:3][CH:4]=3)(=[O:10])=[O:9])[CH2:12][CH2:13]2)[O:19][CH2:18][C:17]1=[O:20])([CH3:24])[CH3:23], predict the reactants needed to synthesize it. The reactants are: Br[C:2]1[CH:7]=[CH:6][C:5]([S:8]([N:11]2[CH2:26][CH2:25][C:14]3([O:19][CH2:18][C:17](=[O:20])[N:16]([C:21]([CH3:24])([CH3:23])[CH3:22])[CH2:15]3)[CH2:13][CH2:12]2)(=[O:10])=[O:9])=[CH:4][CH:3]=1.CC1(C)C(C)(C)OB([C:35]2[CH:44]=[C:43]3[C:38]([CH:39]=[CH:40][CH:41]=[N:42]3)=[CH:37][CH:36]=2)O1.C(=O)([O-])[O-].[K+].[K+]. (4) Given the product [Br:27][CH2:28][CH2:29][CH2:30][N:11]1[C:10]([S:9][C:4]2[CH:3]=[C:2]([Cl:1])[CH:7]=[C:6]([Cl:8])[CH:5]=2)=[N:18][C:17]2[C:12]1=[N:13][C:14]([F:20])=[N:15][C:16]=2[NH2:19], predict the reactants needed to synthesize it. The reactants are: [Cl:1][C:2]1[CH:3]=[C:4]([S:9][C:10]2[NH:11][C:12]3[C:17]([N:18]=2)=[C:16]([NH2:19])[N:15]=[C:14]([F:20])[N:13]=3)[CH:5]=[C:6]([Cl:8])[CH:7]=1.C([O-])([O-])=O.[Cs+].[Cs+].[Br:27][CH2:28][CH2:29][CH2:30]Br. (5) Given the product [CH3:1][O:2][C:3]([NH:6][C@@H:7]([CH:11]([CH3:13])[CH3:12])[C:8]([OH:10])=[O:9])=[O:4], predict the reactants needed to synthesize it. The reactants are: [CH3:1][O:2][C:3](Cl)=[O:4].[NH2:6][C@@H:7]([CH:11]([CH3:13])[CH3:12])[C:8]([OH:10])=[O:9].[OH-].[Na+].C(=O)([O-])[O-].[Na+].[Na+]. (6) Given the product [C:10]1([C:9]([C:16]2[CH:17]=[CH:18][CH:19]=[CH:20][CH:21]=2)([C:22]2[CH:23]=[CH:24][CH:25]=[CH:26][CH:27]=2)[N:1]2[CH:5]=[C:4]([C:6]([OH:8])=[O:7])[N:3]=[CH:2]2)[CH:11]=[CH:12][CH:13]=[CH:14][CH:15]=1, predict the reactants needed to synthesize it. The reactants are: [NH:1]1[CH:5]=[C:4]([C:6]([OH:8])=[O:7])[N:3]=[CH:2]1.[C:9](Cl)([C:22]1[CH:27]=[CH:26][CH:25]=[CH:24][CH:23]=1)([C:16]1[CH:21]=[CH:20][CH:19]=[CH:18][CH:17]=1)[C:10]1[CH:15]=[CH:14][CH:13]=[CH:12][CH:11]=1.CN(C=O)C.N1C=CC=CC=1. (7) Given the product [ClH:1].[CH2:2]([N:6]1[CH2:7][CH2:8][N:9]([C:12]2[C:20]([CH:21]3[CH2:22][C:23]([CH3:30])([CH3:29])[CH2:24][C:25]([CH3:27])([CH3:28])[CH2:26]3)=[CH:19][C:15]3[O:16][CH2:17][O:18][C:14]=3[CH:13]=2)[CH2:10][CH2:11]1)[CH2:3][CH2:4][CH3:5], predict the reactants needed to synthesize it. The reactants are: [ClH:1].[CH2:2]([N:6]1[CH2:11][CH2:10][N:9]([C:12]2[C:20]([C:21]3[CH2:26][C:25]([CH3:28])([CH3:27])[CH2:24][C:23]([CH3:30])([CH3:29])[CH:22]=3)=[CH:19][C:15]3[O:16][CH2:17][O:18][C:14]=3[CH:13]=2)[CH2:8][CH2:7]1)[CH2:3][CH2:4][CH3:5].CO. (8) The reactants are: [F:1][C:2]([F:11])([F:10])[C:3]1[CH:4]=[C:5]([OH:9])[CH:6]=[CH:7][CH:8]=1.[Br:12]Br.O. Given the product [Br:12][C:8]1[CH:7]=[CH:6][C:5]([OH:9])=[CH:4][C:3]=1[C:2]([F:10])([F:11])[F:1], predict the reactants needed to synthesize it. (9) Given the product [CH3:1][C:2]1[C:6]([C:7]2[C:8]([O:21][CH3:22])=[CH:9][C:10]3[C:11]4[N:19]([CH2:31][C:32]5[CH:37]=[CH:36][C:35]([CH3:38])=[CH:34][CH:33]=5)[C:18](=[O:20])[O:17][C:12]=4[CH:13]=[N:14][C:15]=3[CH:16]=2)=[C:5]([CH3:23])[O:4][N:3]=1, predict the reactants needed to synthesize it. The reactants are: [CH3:1][C:2]1[C:6]([C:7]2[C:8]([O:21][CH3:22])=[CH:9][C:10]3[C:11]4[NH:19][C:18](=[O:20])[O:17][C:12]=4[CH:13]=[N:14][C:15]=3[CH:16]=2)=[C:5]([CH3:23])[O:4][N:3]=1.C([O-])([O-])=O.[Cs+].[Cs+].Br[CH2:31][C:32]1[CH:37]=[CH:36][C:35]([CH3:38])=[CH:34][CH:33]=1. (10) Given the product [CH2:3]([C:10]1[CH:15]=[CH:14][C:13]([O:16][C:19]2[CH:24]=[CH:23][CH:22]=[CH:21][N:20]=2)=[C:12]([Br:17])[CH:11]=1)[C:4]1[CH:5]=[CH:6][CH:7]=[CH:8][CH:9]=1, predict the reactants needed to synthesize it. The reactants are: [H-].[Na+].[CH2:3]([C:10]1[CH:15]=[CH:14][C:13]([OH:16])=[C:12]([Br:17])[CH:11]=1)[C:4]1[CH:9]=[CH:8][CH:7]=[CH:6][CH:5]=1.F[C:19]1[CH:24]=[CH:23][CH:22]=[CH:21][N:20]=1.Cl.